Dataset: Forward reaction prediction with 1.9M reactions from USPTO patents (1976-2016). Task: Predict the product of the given reaction. (1) The product is: [C:1]1([CH2:7][CH2:8][C:9]([N:11]2[CH2:16][CH2:15][CH:14]([NH2:24])[CH2:13][CH2:12]2)=[O:10])[CH:6]=[CH:5][CH:4]=[CH:3][CH:2]=1. Given the reactants [C:1]1([CH2:7][CH2:8][C:9]([N:11]2[CH2:16][CH2:15][C:14](=O)[CH2:13][CH2:12]2)=[O:10])[CH:6]=[CH:5][CH:4]=[CH:3][CH:2]=1.C([O-])(=O)C.[NH4+].C([BH3-])#[N:24].[Na+], predict the reaction product. (2) Given the reactants [F:1][C:2]([F:7])([F:6])[C:3]([OH:5])=[O:4].[NH2:8][C:9]1[C:14]([CH2:15][N:16]2[C:21]([CH3:22])=[CH:20][C:19]([O:23][CH2:24][C:25]3[CH:30]=[CH:29][C:28]([F:31])=[CH:27][C:26]=3[F:32])=[C:18]([Cl:33])[C:17]2=[O:34])=[CH:13][N:12]=[C:11]([CH3:35])[N:10]=1.C(N(CC)CC)C.C([O:46][CH2:47][C:48](Cl)=[O:49])(=O)C, predict the reaction product. The product is: [F:1][C:2]([F:7])([F:6])[C:3]([OH:5])=[O:4].[Cl:33][C:18]1[C:17](=[O:34])[N:16]([CH2:15][C:14]2[C:9]([NH:8][C:47](=[O:46])[CH2:48][OH:49])=[N:10][C:11]([CH3:35])=[N:12][CH:13]=2)[C:21]([CH3:22])=[CH:20][C:19]=1[O:23][CH2:24][C:25]1[CH:30]=[CH:29][C:28]([F:31])=[CH:27][C:26]=1[F:32].